Task: Regression. Given two drug SMILES strings and cell line genomic features, predict the synergy score measuring deviation from expected non-interaction effect.. Dataset: NCI-60 drug combinations with 297,098 pairs across 59 cell lines (1) Drug 1: CC1=C(C=C(C=C1)NC2=NC=CC(=N2)N(C)C3=CC4=NN(C(=C4C=C3)C)C)S(=O)(=O)N.Cl. Drug 2: CNC(=O)C1=CC=CC=C1SC2=CC3=C(C=C2)C(=NN3)C=CC4=CC=CC=N4. Cell line: SK-MEL-28. Synergy scores: CSS=-3.71, Synergy_ZIP=3.14, Synergy_Bliss=3.67, Synergy_Loewe=-0.580, Synergy_HSA=-0.109. (2) Synergy scores: CSS=42.7, Synergy_ZIP=-7.17, Synergy_Bliss=-6.13, Synergy_Loewe=-0.112, Synergy_HSA=1.75. Cell line: COLO 205. Drug 1: CCC1=C2CN3C(=CC4=C(C3=O)COC(=O)C4(CC)O)C2=NC5=C1C=C(C=C5)O. Drug 2: C1CN1C2=NC(=NC(=N2)N3CC3)N4CC4.